Dataset: Catalyst prediction with 721,799 reactions and 888 catalyst types from USPTO. Task: Predict which catalyst facilitates the given reaction. (1) Reactant: [C:1]([O:5][C:6]([NH:8][CH2:9][C@H:10]1[CH2:15][CH2:14][C@H:13]([C:16]([NH:18][C@@H:19]([CH2:23][C:24]2[CH:29]=[CH:28][C:27]([C:30]3[CH:35]=[CH:34][C:33]([C:36](=[O:51])[NH:37][CH:38]4[CH2:43][CH2:42][N:41]([C:44]([O:46][C:47]([CH3:50])([CH3:49])[CH3:48])=[O:45])[CH2:40][CH2:39]4)=[CH:32][C:31]=3[CH3:52])=[CH:26][CH:25]=2)[C:20](O)=[O:21])=[O:17])[CH2:12][CH2:11]1)=[O:7])([CH3:4])([CH3:3])[CH3:2].[CH3:53][C:54]1[NH:58][C:57]([C:59]2[CH:65]=[CH:64][C:62]([NH2:63])=[CH:61][CH:60]=2)=[N:56][N:55]=1.C(N(CC)C(C)C)(C)C.F[P-](F)(F)(F)(F)F.CN(C(ON1C2=NC=CC=C2N=N1)=[N+](C)C)C. Product: [C:1]([O:5][C:6]([NH:8][CH2:9][C@H:10]1[CH2:15][CH2:14][C@H:13]([C:16]([NH:18][C@H:19]([C:20]([NH:63][C:62]2[CH:61]=[CH:60][C:59]([C:57]3[NH:58][C:54]([CH3:53])=[N:55][N:56]=3)=[CH:65][CH:64]=2)=[O:21])[CH2:23][C:24]2[CH:25]=[CH:26][C:27]([C:30]3[CH:35]=[CH:34][C:33]([C:36]([NH:37][CH:38]4[CH2:43][CH2:42][N:41]([C:44]([O:46][C:47]([CH3:49])([CH3:48])[CH3:50])=[O:45])[CH2:40][CH2:39]4)=[O:51])=[CH:32][C:31]=3[CH3:52])=[CH:28][CH:29]=2)=[O:17])[CH2:12][CH2:11]1)=[O:7])([CH3:2])([CH3:4])[CH3:3]. The catalyst class is: 9. (2) Reactant: [Br:1][C:2]1[CH:7]=[CH:6][C:5]([S:8](Cl)(=[O:10])=[O:9])=[CH:4][CH:3]=1.[NH2:12][C:13]1[C:14]([CH3:22])=[C:15]([CH:19]=[CH:20][CH:21]=1)[C:16]([OH:18])=[O:17]. Product: [Br:1][C:2]1[CH:7]=[CH:6][C:5]([S:8]([NH:12][C:13]2[C:14]([CH3:22])=[C:15]([CH:19]=[CH:20][CH:21]=2)[C:16]([OH:18])=[O:17])(=[O:10])=[O:9])=[CH:4][CH:3]=1. The catalyst class is: 17. (3) Reactant: Br[C:2]1[CH:7]=[CH:6][C:5]([S:8]([NH:11][C:12]2[CH:17]=[CH:16][C:15]([Cl:18])=[CH:14][C:13]=2[C:19]([C:21]2[CH:26]=[CH:25][N:24]=[CH:23][CH:22]=2)=[O:20])(=[O:10])=[O:9])=[CH:4][CH:3]=1.O.[O-]P([O-])([O-])=O.[K+].[K+].[K+].C1(P(C2C=CC=CC=2)C2C=CC3C(=CC=CC=3)C=2C2C3C(=CC=CC=3)C=CC=2P(C2C=CC=CC=2)C2C=CC=CC=2)C=CC=CC=1.[NH:82]1[CH2:85][CH2:84][CH2:83]1. Product: [N:82]1([C:2]2[CH:7]=[CH:6][C:5]([S:8]([NH:11][C:12]3[CH:17]=[CH:16][C:15]([Cl:18])=[CH:14][C:13]=3[C:19]([C:21]3[CH:26]=[CH:25][N:24]=[CH:23][CH:22]=3)=[O:20])(=[O:10])=[O:9])=[CH:4][CH:3]=2)[CH2:85][CH2:84][CH2:83]1. The catalyst class is: 394. (4) Reactant: [CH3:1][C:2]1[C:6]([CH2:7][OH:8])=[CH:5][N:4]([C:9]2[CH:14]=[CH:13][C:12]([C:15]([F:18])([F:17])[F:16])=[CH:11][N:10]=2)[N:3]=1.O[C:20]1[CH:25]=[CH:24][C:23]([CH2:26][CH2:27][C:28]([O:30]C)=[O:29])=[CH:22][CH:21]=1.C1(P(C2C=CC=CC=2)C2C=CC=CC=2)C=CC=CC=1.N(C(OCC)=O)=NC(OCC)=O. Product: [CH3:1][C:2]1[C:6]([CH2:7][O:8][C:20]2[CH:25]=[CH:24][C:23]([CH2:26][CH2:27][C:28]([OH:30])=[O:29])=[CH:22][CH:21]=2)=[CH:5][N:4]([C:9]2[CH:14]=[CH:13][C:12]([C:15]([F:18])([F:16])[F:17])=[CH:11][N:10]=2)[N:3]=1. The catalyst class is: 359. (5) Reactant: [Cl:1][C:2]1[N:3]=[C:4]2[NH:12][C@H:11]([C:13]([F:16])([F:15])[F:14])[CH2:10][CH2:9][N:5]2[C:6](=[O:8])[CH:7]=1.[H-].[Na+].Br.Br[CH2:21][C:22]([C:24]1[CH:25]=[N:26][C:27]([CH3:30])=[CH:28][CH:29]=1)=[O:23]. Product: [Cl:1][C:2]1[N:3]=[C:4]2[N:12]([CH2:21][C:22]([C:24]3[CH:25]=[N:26][C:27]([CH3:30])=[CH:28][CH:29]=3)=[O:23])[C@H:11]([C:13]([F:14])([F:15])[F:16])[CH2:10][CH2:9][N:5]2[C:6](=[O:8])[CH:7]=1. The catalyst class is: 3. (6) Reactant: [F:1][C:2]1[CH:30]=[CH:29][CH:28]=[C:27]([F:31])[C:3]=1[CH2:4][O:5][C:6]1[C:7]2[N:8]([C:13]([C:17]([NH:19][CH2:20][CH:21]3[CH2:26][S:25][CH2:24][CH2:23][NH:22]3)=[O:18])=[C:14]([CH3:16])[N:15]=2)[CH:9]=[C:10]([CH3:12])[CH:11]=1.C(N(CC)CC)C.[C:39](O[C:39]([O:41][C:42]([CH3:45])([CH3:44])[CH3:43])=[O:40])([O:41][C:42]([CH3:45])([CH3:44])[CH3:43])=[O:40]. Product: [F:1][C:2]1[CH:30]=[CH:29][CH:28]=[C:27]([F:31])[C:3]=1[CH2:4][O:5][C:6]1[C:7]2[N:8]([C:13]([C:17]([NH:19][CH2:20][CH:21]3[CH2:26][S:25][CH2:24][CH2:23][N:22]3[C:39]([O:41][C:42]([CH3:45])([CH3:44])[CH3:43])=[O:40])=[O:18])=[C:14]([CH3:16])[N:15]=2)[CH:9]=[C:10]([CH3:12])[CH:11]=1. The catalyst class is: 4.